Predict which catalyst facilitates the given reaction. From a dataset of Catalyst prediction with 721,799 reactions and 888 catalyst types from USPTO. (1) Reactant: [N:1]1[CH:6]=[CH:5][CH:4]=[CH:3][N:2]=1.[CH:7]1([C:10]2[N:14](C(OC(C)(C)C)=O)[C:13]3[CH:22]=[C:23]([C:35]4[C:36]([CH3:41])=[N:37][O:38][C:39]=4[CH3:40])[CH:24]=[C:25]([C:26]([C@@H:28]4[CH2:34][CH2:33][C:30]5([CH2:32][CH2:31]5)[O:29]4)=[O:27])[C:12]=3[N:11]=2)[CH2:9][CH2:8]1.C(O)(C(F)(F)F)=O.O. Product: [CH:7]1([C:10]2[NH:14][C:13]3[CH:22]=[C:23]([C:35]4[C:36]([CH3:41])=[N:37][O:38][C:39]=4[CH3:40])[CH:24]=[C:25]([C@:26]([C:6]4[N:1]=[N:2][CH:3]=[CH:4][CH:5]=4)([C@@H:28]4[CH2:34][CH2:33][C:30]5([CH2:31][CH2:32]5)[O:29]4)[OH:27])[C:12]=3[N:11]=2)[CH2:8][CH2:9]1. The catalyst class is: 1. (2) Reactant: [CH2:1]([NH:6][C:7](=[O:17])[C:8]1[CH:13]=[CH:12][C:11]([N+:14]([O-])=O)=[CH:10][CH:9]=1)[CH2:2][CH:3]([CH3:5])[CH3:4].[H][H]. Product: [NH2:14][C:11]1[CH:10]=[CH:9][C:8]([C:7]([NH:6][CH2:1][CH2:2][CH:3]([CH3:4])[CH3:5])=[O:17])=[CH:13][CH:12]=1. The catalyst class is: 43.